From a dataset of Full USPTO retrosynthesis dataset with 1.9M reactions from patents (1976-2016). Predict the reactants needed to synthesize the given product. (1) Given the product [F:21][C:22]([F:27])([F:26])[C:23]([OH:25])=[O:24].[NH2:7][C@H:8]([CH:17]1[CH2:19][CH2:18]1)[C:9]([N:11]1[CH2:12][CH:13]([C:15]#[N:16])[CH2:14]1)=[O:10], predict the reactants needed to synthesize it. The reactants are: C(OC(=O)[NH:7][C@H:8]([CH:17]1[CH2:19][CH2:18]1)[C:9]([N:11]1[CH2:14][CH:13]([C:15]#[N:16])[CH2:12]1)=[O:10])(C)(C)C.[F:21][C:22]([F:27])([F:26])[C:23]([OH:25])=[O:24]. (2) Given the product [Br:41][CH2:3][C:2]([C@H:4]1[CH:8]2[CH:9]3[C@@:22]([CH3:25])([CH2:23][CH2:24][C@@:7]2([C:31]([OH:33])=[O:32])[CH2:6][CH2:5]1)[C@@:21]1([CH3:26])[CH:12]([C@:13]2([CH3:30])[CH:18]([CH2:19][CH2:20]1)[C:17]([CH3:27])([CH3:28])[C@@H:16]([OH:29])[CH2:15][CH2:14]2)[CH2:11][CH2:10]3)=[CH2:1], predict the reactants needed to synthesize it. The reactants are: [CH3:1][C:2]([C@H:4]1[C@@H:8]2[C@@H:9]3[C@@:22]([CH3:25])([CH2:23][CH2:24][C@@:7]2([C:31]([OH:33])=[O:32])[CH2:6][CH2:5]1)[C@@:21]1([CH3:26])[C@@H:12]([C@:13]2([CH3:30])[C@@H:18]([CH2:19][CH2:20]1)[C:17]([CH3:28])([CH3:27])[C@@H:16]([OH:29])[CH2:15][CH2:14]2)[CH2:11][CH2:10]3)=[CH2:3].C1C(=O)N([Br:41])C(=O)C1. (3) Given the product [CH3:1][O:2][C:3]1[CH:4]=[C:5]([C:22]2[CH:27]=[CH:26][CH:25]=[CH:24][N:23]=2)[CH:6]=[CH:7][CH:8]=1, predict the reactants needed to synthesize it. The reactants are: [CH3:1][O:2][C:3]1[CH:4]=[C:5]([Mg]Br)[CH:6]=[CH:7][CH:8]=1.BrC1C=C(OC)C=CC=1.[Mg].Br[C:22]1[CH:27]=[CH:26][CH:25]=[CH:24][N:23]=1.Cl. (4) Given the product [CH3:1][C:2]1[C:3](=[O:14])[NH:4][N:5]=[C:6]([C:8]2[CH:13]=[CH:12][CH:11]=[CH:10][CH:9]=2)[CH:7]=1, predict the reactants needed to synthesize it. The reactants are: [CH3:1][CH:2]1[CH2:7][C:6]([C:8]2[CH:13]=[CH:12][CH:11]=[CH:10][CH:9]=2)=[N:5][NH:4][C:3]1=[O:14].Cl.[OH-].[Na+]. (5) The reactants are: [CH2:1]([O:13][C:14]1[N:15]=[CH:16][S:17][C:18]=1[C:19]1[S:23][CH:22]=[N:21][C:20]=1[O:24][CH2:25][CH2:26][CH2:27][CH2:28][CH2:29][CH2:30][CH2:31][CH2:32][CH2:33][CH2:34][CH2:35][CH3:36])[CH2:2][CH2:3][CH2:4][CH2:5][CH2:6][CH2:7][CH2:8][CH2:9][CH2:10][CH2:11][CH3:12].[Li]CCCC.[CH3:42][Sn:43](Cl)([CH3:45])[CH3:44]. Given the product [CH2:1]([O:13][C:14]1[N:15]=[C:16]([Sn:43]([CH3:45])([CH3:44])[CH3:42])[S:17][C:18]=1[C:19]1[S:23][C:22]([Sn:43]([CH3:45])([CH3:44])[CH3:42])=[N:21][C:20]=1[O:24][CH2:25][CH2:26][CH2:27][CH2:28][CH2:29][CH2:30][CH2:31][CH2:32][CH2:33][CH2:34][CH2:35][CH3:36])[CH2:2][CH2:3][CH2:4][CH2:5][CH2:6][CH2:7][CH2:8][CH2:9][CH2:10][CH2:11][CH3:12], predict the reactants needed to synthesize it. (6) Given the product [N:5]1([C:10]2[CH:11]=[CH:12][C:13]([NH:16][C:17]3[N:22]=[C:21]([C:23]4[CH:28]=[C:27]([NH:29][C:30](=[O:3])[CH3:35])[CH:26]=[C:25]([N:36]5[CH2:37][CH2:38][O:39][CH2:40][CH2:41]5)[CH:24]=4)[CH:20]=[CH:19][N:18]=3)=[CH:14][CH:15]=2)[CH:9]=[CH:8][N:7]=[N:6]1, predict the reactants needed to synthesize it. The reactants are: C(Cl)(=[O:3])C.[N:5]1([C:10]2[CH:15]=[CH:14][C:13]([NH:16][C:17]3[N:22]=[C:21]([C:23]4[CH:28]=[C:27]([NH:29][C:30]5[CH:35]=CC=CC=5)[CH:26]=[C:25]([N:36]5[CH2:41][CH2:40][O:39][CH2:38][CH2:37]5)[CH:24]=4)[CH:20]=[CH:19][N:18]=3)=[CH:12][CH:11]=2)[CH:9]=[CH:8][N:7]=[N:6]1. (7) Given the product [Cl:24][C:2]1[CH:9]=[C:6](/[CH:7]=[N:22]/[S@@:20]([C:17]([CH3:19])([CH3:18])[CH3:16])=[O:21])[CH:5]=[N:4][CH:3]=1, predict the reactants needed to synthesize it. The reactants are: Br[C:2]1[CH:3]=[N:4][CH:5]=[C:6]([CH:9]=1)[CH:7]=O.C([O-])([O-])=O.[Cs+].[Cs+].[CH3:16][C:17]([S@:20]([NH2:22])=[O:21])([CH3:19])[CH3:18].C(Cl)[Cl:24]. (8) Given the product [F:1][C:2]([F:37])([F:38])[C:3]1[CH:4]=[C:5]([C@H:13]([O:15][C@H:16]2[CH2:24][N:23]3[C@@H:18]([CH2:19][CH:20]([C:26]([NH:23][C:22](=[O:25])[CH3:21])([CH3:28])[CH3:27])[CH2:21][C:22]3=[O:25])[C@@H:17]2[C:30]2[CH:35]=[CH:34][C:33]([F:36])=[CH:32][CH:31]=2)[CH3:14])[CH:6]=[C:7]([C:9]([F:11])([F:12])[F:10])[CH:8]=1, predict the reactants needed to synthesize it. The reactants are: [F:1][C:2]([F:38])([F:37])[C:3]1[CH:4]=[C:5]([C@H:13]([O:15][C@H:16]2[CH2:24][N:23]3[C@@H:18]([CH2:19][CH:20]([C:26](O)([CH3:28])[CH3:27])[CH2:21][C:22]3=[O:25])[C@@H:17]2[C:30]2[CH:35]=[CH:34][C:33]([F:36])=[CH:32][CH:31]=2)[CH3:14])[CH:6]=[C:7]([C:9]([F:12])([F:11])[F:10])[CH:8]=1. (9) Given the product [NH2:28][C:24]1([C:21]2[CH:20]=[CH:19][C:18]([C:8]3[N:9]=[C:10]4[CH:15]=[CH:14][C:13]([OH:16])=[N:12][N:11]4[C:7]=3[C:1]3[CH:6]=[CH:5][CH:4]=[CH:3][CH:2]=3)=[CH:23][CH:22]=2)[CH2:27][CH2:26][CH2:25]1, predict the reactants needed to synthesize it. The reactants are: [C:1]1([C:7]2[N:11]3[N:12]=[C:13]([O:16]C)[CH:14]=[CH:15][C:10]3=[N:9][C:8]=2[C:18]2[CH:23]=[CH:22][C:21]([C:24]3([NH:28]C(=O)OC(C)(C)C)[CH2:27][CH2:26][CH2:25]3)=[CH:20][CH:19]=2)[CH:6]=[CH:5][CH:4]=[CH:3][CH:2]=1.[S-2].[Na+].[Na+].Cl.C(=O)(O)[O-].[Na+]. (10) Given the product [CH3:8][N:6]1[CH:7]=[C:2]([B:19]2[O:20][C:21]([CH3:23])([CH3:22])[C:17]([CH3:33])([CH3:16])[O:18]2)[CH:3]=[C:4]([C:10]#[C:11][Si:12]([CH3:15])([CH3:14])[CH3:13])[C:5]1=[O:9], predict the reactants needed to synthesize it. The reactants are: Br[C:2]1[CH:3]=[C:4]([C:10]#[C:11][Si:12]([CH3:15])([CH3:14])[CH3:13])[C:5](=[O:9])[N:6]([CH3:8])[CH:7]=1.[CH3:16][C:17]1([CH3:33])[C:21]([CH3:23])([CH3:22])[O:20][B:19]([B:19]2[O:20][C:21]([CH3:23])([CH3:22])[C:17]([CH3:33])([CH3:16])[O:18]2)[O:18]1.CC(C1C=C(C(C)C)C(C2C=CC=CC=2P(C2CCCCC2)C2CCCCC2)=C(C(C)C)C=1)C.CC([O-])=O.[K+].